Dataset: Full USPTO retrosynthesis dataset with 1.9M reactions from patents (1976-2016). Task: Predict the reactants needed to synthesize the given product. Given the product [Cl:1][C:2]1[C:7]2[N:8]([CH2:11][C:12]([NH:16][CH:17]([C:19]3[CH:24]=[CH:23][C:22]([C:25]([C:26]#[N:27])([CH3:29])[CH3:28])=[C:21]([F:30])[CH:20]=3)[CH3:18])=[O:14])[CH:9]=[N:10][C:6]=2[CH:5]=[CH:4][CH:3]=1, predict the reactants needed to synthesize it. The reactants are: [Cl:1][C:2]1[C:7]2[N:8]([CH2:11][C:12]([OH:14])=O)[CH:9]=[N:10][C:6]=2[CH:5]=[CH:4][CH:3]=1.Cl.[NH2:16][CH:17]([C:19]1[CH:24]=[CH:23][C:22]([C:25]([CH3:29])([CH3:28])[C:26]#[N:27])=[C:21]([F:30])[CH:20]=1)[CH3:18].CCN(CC)CC.CN(C(ON1N=NC2C=CC=NC1=2)=[N+](C)C)C.F[P-](F)(F)(F)(F)F.